Dataset: Forward reaction prediction with 1.9M reactions from USPTO patents (1976-2016). Task: Predict the product of the given reaction. (1) Given the reactants [NH2:1][CH2:2][C:3]([CH3:24])([CH3:23])[CH2:4][N:5]1[C:17]2[C:16]3[CH:15]=[CH:14][CH:13]=[CH:12][C:11]=3[N:10]=[C:9]([NH2:18])[C:8]=2[N:7]=[C:6]1[CH2:19][CH2:20][O:21][CH3:22].[CH3:25][S:26](Cl)(=[O:28])=[O:27], predict the reaction product. The product is: [NH2:18][C:9]1[C:8]2[N:7]=[C:6]([CH2:19][CH2:20][O:21][CH3:22])[N:5]([CH2:4][C:3]([CH3:24])([CH3:23])[CH2:2][NH:1][S:26]([CH3:25])(=[O:28])=[O:27])[C:17]=2[C:16]2[CH:15]=[CH:14][CH:13]=[CH:12][C:11]=2[N:10]=1. (2) Given the reactants CC1(C)C(C)(C)OB([C:9]2[CH:26]=[CH:25][C:24]3[C:23]4[C:18](=[CH:19][CH:20]=[CH:21][CH:22]=4)[C:17]4[C:12](=[CH:13][CH:14]=[CH:15][CH:16]=4)[C:11]=3[CH:10]=2)O1.Br[C:29]1[CH:42]=[CH:41][C:32]2[S:33][C:34]3[CH:39]=[CH:38][C:37](Br)=[CH:36][C:35]=3[C:31]=2[CH:30]=1.C1(P(C2CCCCC2)[C:50]2[CH:55]=[CH:54]C=C[C:51]=2[C:56]2[C:61](OC)=[CH:60][CH:59]=[CH:58][C:57]=2OC)CCCCC1.[O-]P([O-])([O-])=O.[K+].[K+].[K+], predict the reaction product. The product is: [CH:19]1[C:18]2[C:17]3[C:12](=[CH:13][CH:14]=[CH:15][CH:16]=3)[C:11]3[C:24](=[CH:25][CH:26]=[CH:9][CH:10]=3)[C:23]=2[CH:22]=[CH:21][C:20]=1[C:29]1[CH:42]=[CH:41][C:32]2[S:33][C:34]3[CH:39]=[CH:38][C:37]([C:9]4[CH:26]=[CH:25][C:24]5[C:57]6[C:56](=[CH:61][CH:60]=[CH:59][CH:58]=6)[C:51]6[C:12](=[CH:13][CH:54]=[CH:55][CH:50]=6)[C:11]=5[CH:10]=4)=[CH:36][C:35]=3[C:31]=2[CH:30]=1. (3) Given the reactants [CH3:1][O:2][CH2:3][CH2:4][N:5]1[C:13]2[C:8](=[C:9]([C:14]([N:16]3[CH2:20][CH2:19][CH2:18][CH2:17]3)=[O:15])[CH:10]=[CH:11][CH:12]=2)[C:7]([C:21](O)=[O:22])=[CH:6]1.Cl.[F:25][C:26]([F:45])([F:44])[C:27]([NH:29][CH2:30][C:31]1[CH:36]=[CH:35][C:34]([F:37])=[C:33]([CH:38]2[CH2:43][CH2:42][NH:41][CH2:40][CH2:39]2)[CH:32]=1)=[O:28], predict the reaction product. The product is: [F:44][C:26]([F:25])([F:45])[C:27]([NH:29][CH2:30][C:31]1[CH:36]=[CH:35][C:34]([F:37])=[C:33]([CH:38]2[CH2:43][CH2:42][N:41]([C:21]([C:7]3[C:8]4[C:13](=[CH:12][CH:11]=[CH:10][C:9]=4[C:14]([N:16]4[CH2:17][CH2:18][CH2:19][CH2:20]4)=[O:15])[N:5]([CH2:4][CH2:3][O:2][CH3:1])[CH:6]=3)=[O:22])[CH2:40][CH2:39]2)[CH:32]=1)=[O:28]. (4) Given the reactants [F:1][C:2]([F:18])([F:17])[C:3]1[CH:8]=[CH:7][C:6]([C:9]2[CH:14]=[CH:13][CH:12]=[C:11]([CH2:15]O)[CH:10]=2)=[CH:5][CH:4]=1.C(Br)(Br)(Br)[Br:20].C1C=CC(P(C2C=CC=CC=2)C2C=CC=CC=2)=CC=1, predict the reaction product. The product is: [Br:20][CH2:15][C:11]1[CH:10]=[C:9]([C:6]2[CH:7]=[CH:8][C:3]([C:2]([F:18])([F:17])[F:1])=[CH:4][CH:5]=2)[CH:14]=[CH:13][CH:12]=1. (5) Given the reactants [Cl:1][C:2]1[C:3]([O:12][C:13]2[CH:18]=[C:17]([O:19][CH2:20][CH2:21][O:22][CH3:23])[CH:16]=[CH:15][C:14]=2/[CH:24]=[CH:25]/[C:26](O)=[O:27])=[N:4][CH:5]=[C:6]([C:8]([F:11])([F:10])[F:9])[CH:7]=1.Cl.C(N=C=NCCCN(C)C)C.[C:41]1([CH3:51])[CH:46]=[CH:45][CH:44]=[C:43]([S:47]([NH2:50])(=[O:49])=[O:48])[CH:42]=1.Cl, predict the reaction product. The product is: [Cl:1][C:2]1[C:3]([O:12][C:13]2[CH:18]=[C:17]([O:19][CH2:20][CH2:21][O:22][CH3:23])[CH:16]=[CH:15][C:14]=2/[CH:24]=[CH:25]/[C:26]([NH:50][S:47]([C:43]2[CH:44]=[CH:45][CH:46]=[C:41]([CH3:51])[CH:42]=2)(=[O:48])=[O:49])=[O:27])=[N:4][CH:5]=[C:6]([C:8]([F:9])([F:10])[F:11])[CH:7]=1.